Dataset: Full USPTO retrosynthesis dataset with 1.9M reactions from patents (1976-2016). Task: Predict the reactants needed to synthesize the given product. (1) Given the product [Br:1][C:2]1[CH:3]=[C:4]([S:8][CH2:21][CH2:20][CH2:19][OH:18])[CH:5]=[CH:6][CH:7]=1, predict the reactants needed to synthesize it. The reactants are: [Br:1][C:2]1[CH:3]=[C:4]([SH:8])[CH:5]=[CH:6][CH:7]=1.C(=O)([O-])[O-].[K+].[K+].C([O:18][CH2:19][CH2:20][CH2:21]Cl)(=O)C. (2) Given the product [C:1]([O:5][C:6]([N:8]1[C:16]2[C:11](=[C:12]([CH3:19])[C:13]([O:17][CH3:18])=[CH:14][CH:15]=2)[CH2:10][CH2:9]1)=[O:7])([CH3:4])([CH3:3])[CH3:2], predict the reactants needed to synthesize it. The reactants are: [C:1]([O:5][C:6]([N:8]1[C:16]2[C:11](=[C:12]([CH3:19])[C:13]([O:17][CH3:18])=[CH:14][CH:15]=2)[CH:10]=[CH:9]1)=[O:7])([CH3:4])([CH3:3])[CH3:2]. (3) Given the product [CH3:3][C:2]1[C:14]2[CH:13]=[CH:12][C:7]([C:8]([O:10][CH3:11])=[O:9])=[CH:6][C:5]=2[O:4][CH:1]=1, predict the reactants needed to synthesize it. The reactants are: [CH2:1]([O:4][C:5]1[CH:6]=[C:7]([CH:12]=[CH:13][C:14]=1I)[C:8]([O:10][CH3:11])=[O:9])[CH:2]=[CH2:3].C([O-])([O-])=O.[Na+].[Na+].C([O-])=O.[Na+]. (4) Given the product [F:24][C:25]1[CH:33]=[C:32]2[C:28]([C:29]([C:34]3[CH:35]=[CH:36][C:37]([NH:40][C:41]([CH:43]4[CH2:48][CH2:47][NH:46][CH2:45][CH2:44]4)=[O:42])=[N:38][CH:39]=3)=[CH:30][NH:31]2)=[CH:27][CH:26]=1, predict the reactants needed to synthesize it. The reactants are: FC1C=C2C(C(C3C=CC(N4CCC(N)CC4)=NC=3)=CN2)=CC=1.[F:24][C:25]1[CH:33]=[C:32]2[C:28]([C:29]([C:34]3[CH:35]=[CH:36][C:37]([NH:40][C:41]([CH:43]4[CH2:48][CH2:47][N:46](C(OC(C)(C)C)=O)[CH2:45][CH2:44]4)=[O:42])=[N:38][CH:39]=3)=[CH:30][NH:31]2)=[CH:27][CH:26]=1. (5) Given the product [CH:10]([OH:13])([CH3:11])[CH3:9].[CH2:19]1[CH2:18][O:22][CH2:21][CH2:20]1, predict the reactants needed to synthesize it. The reactants are: C[C@H](C(O[CH2:18][CH2:19][CH2:20][CH2:21][O:22][N+]([O-])=O)=O)C1C=CC2[CH:9]=[C:10]([O:13]C)[CH:11]=CC=2C=1.